This data is from Forward reaction prediction with 1.9M reactions from USPTO patents (1976-2016). The task is: Predict the product of the given reaction. (1) Given the reactants S(C1C=CC(C)=CC=1)(O)(=O)=O.[NH2:12][C@:13]1([C:18]([O:20][CH3:21])=[O:19])[CH2:15][C@H:14]1[CH:16]=[CH2:17].[CH:22]1[N:26]=[CH:25][N:24]([C:27](N2C=NC=C2)=[O:28])[CH:23]=1, predict the reaction product. The product is: [N:24]1([C:27]([NH:12][C@:13]2([C:18]([O:20][CH3:21])=[O:19])[CH2:15][C@H:14]2[CH:16]=[CH2:17])=[O:28])[CH:23]=[CH:22][N:26]=[CH:25]1. (2) Given the reactants [NH2:1][CH2:2][CH2:3][C:4]1[CH:11]=[CH:10][C:8]([OH:9])=[C:6]([OH:7])[CH:5]=1.C1C=CC(CCCN2CCN(CCOC(C3C=CC(F)=CC=3)C3C=CC(F)=CC=3)CC2)=CC=1, predict the reaction product. The product is: [NH2:1][CH2:2][CH2:3][C:4]1[CH2:5][CH:6]([C:8](=[CH:10][CH:11]=1)[OH:9])[OH:7].